From a dataset of Reaction yield outcomes from USPTO patents with 853,638 reactions. Predict the reaction yield, written as a fraction of the theoretical maximum amount of product (1.0 means a 100% yield; for example, 0.34 means a 34% yield). (1) The reactants are [OH:1][C@@H:2]1[C:10]2[C:5](=[CH:6][CH:7]=[CH:8][CH:9]=2)[CH2:4][C@@:3]1([CH2:20][C:21]1[CH:32]=[CH:31][C:24]([C:25]([O:27][CH2:28][CH2:29][CH3:30])=[O:26])=[CH:23][CH:22]=1)[C:11]1[CH2:12][C:13]2[C:18]([CH:19]=1)=[CH:17][CH:16]=[CH:15][CH:14]=2.C1CCC(N=C=NC2CCCCC2)CC1.C([NH:65][C@H:66]([C:71](O)=[O:72])[CH2:67][CH:68]([CH3:70])[CH3:69])(OCC1C2C(=CC=CC=2)C2C1=CC=CC=2)=O. The catalyst is CN(C1C=CN=CC=1)C.C(OCC)(=O)C. The product is [NH2:65][C@@H:66]([CH2:67][CH:68]([CH3:70])[CH3:69])[C:71]([O:1][C@@H:2]1[C:10]2[C:5](=[CH:6][CH:7]=[CH:8][CH:9]=2)[CH2:4][C@@:3]1([CH2:20][C:21]1[CH:32]=[CH:31][C:24]([C:25]([O:27][CH2:28][CH2:29][CH3:30])=[O:26])=[CH:23][CH:22]=1)[C:11]1[CH2:12][C:13]2[C:18]([CH:19]=1)=[CH:17][CH:16]=[CH:15][CH:14]=2)=[O:72]. The yield is 0.530. (2) The reactants are [NH2:1][CH2:2][C:3]1([OH:16])[CH2:8][CH2:7][N:6]([C:9]([O:11][C:12]([CH3:15])([CH3:14])[CH3:13])=[O:10])[CH2:5][CH2:4]1.C(N(CC)CC)C.Cl[C:25]1[C:34]2[C:29](=[CH:30][CH:31]=[CH:32][CH:33]=2)[N:28]=[CH:27][C:26]=1[N+:35]([O-:37])=[O:36]. The catalyst is ClCCl. The product is [OH:16][C:3]1([CH2:2][NH:1][C:25]2[C:34]3[C:29](=[CH:30][CH:31]=[CH:32][CH:33]=3)[N:28]=[CH:27][C:26]=2[N+:35]([O-:37])=[O:36])[CH2:4][CH2:5][N:6]([C:9]([O:11][C:12]([CH3:13])([CH3:15])[CH3:14])=[O:10])[CH2:7][CH2:8]1. The yield is 0.820. (3) The reactants are [CH3:1][O:2][C:3]1[CH:16]=[C:15]([O:17][CH3:18])[CH:14]=[CH:13][C:4]=1[CH2:5][NH:6][C:7]1[CH:12]=[CH:11][N:10]=[CH:9][N:8]=1.[F:19][C:20]1[C:25]([F:26])=[C:24]([F:27])[CH:23]=[CH:22][C:21]=1[S:28](Cl)(=[O:30])=[O:29].N12CCN(CC1)CC2. The catalyst is C(#N)C. The product is [CH3:1][O:2][C:3]1[CH:16]=[C:15]([O:17][CH3:18])[CH:14]=[CH:13][C:4]=1[CH2:5][N:6]([C:7]1[CH:12]=[CH:11][N:10]=[CH:9][N:8]=1)[S:28]([C:21]1[CH:22]=[CH:23][C:24]([F:27])=[C:25]([F:26])[C:20]=1[F:19])(=[O:30])=[O:29]. The yield is 0.310. (4) The reactants are C(OC([N:8]1[CH2:12][CH:11]([C:13]2[NH:18][C:17](=[O:19])[C:16]3=[CH:20][N:21]=[C:22]([CH:23]4[CH2:28][CH2:27][O:26][CH2:25][CH2:24]4)[N:15]3[N:14]=2)[CH:10]([CH3:29])[CH2:9]1)=O)(C)(C)C.[ClH:30]. The catalyst is C(Cl)Cl.C(OCC)C. The product is [ClH:30].[CH3:29][CH:10]1[CH2:9][NH:8][CH2:12][CH:11]1[C:13]1[NH:18][C:17](=[O:19])[C:16]2=[CH:20][N:21]=[C:22]([CH:23]3[CH2:28][CH2:27][O:26][CH2:25][CH2:24]3)[N:15]2[N:14]=1. The yield is 1.00. (5) The reactants are [N+:1]([C:4]1[CH:8]=[C:7]([CH2:9][OH:10])[NH:6][N:5]=1)([O-:3])=[O:2].C(=O)([O-])[O-].[Cs+].[Cs+].[Br:17][CH:18](Br)[CH3:19].OP([O-])(O)=O.[K+]. The catalyst is O.C(OCC)(=O)C.CN(C=O)C. The product is [Br:17][CH2:18][CH2:19][N:6]1[C:7]([CH2:9][OH:10])=[CH:8][C:4]([N+:1]([O-:3])=[O:2])=[N:5]1. The yield is 0.860.